From a dataset of Forward reaction prediction with 1.9M reactions from USPTO patents (1976-2016). Predict the product of the given reaction. (1) Given the reactants [F:1][C:2]1[CH:3]=[C:4]([SH:12])[CH:5]=[C:6]([C:8]([F:11])([F:10])[F:9])[CH:7]=1.CS(O[CH:18]1[CH2:21][CH:20]([C:22]([O:24][CH3:25])=[O:23])[CH2:19]1)(=O)=O.C([O-])([O-])=O.[K+].[K+], predict the reaction product. The product is: [F:1][C:2]1[CH:3]=[C:4]([S:12][C@H:18]2[CH2:21][C@H:20]([C:22]([O:24][CH3:25])=[O:23])[CH2:19]2)[CH:5]=[C:6]([C:8]([F:9])([F:10])[F:11])[CH:7]=1. (2) Given the reactants [CH2:1]([O:3][C:4]1[CH:16]=[CH:15][CH:14]=[CH:13][C:5]=1[O:6][C@@H:7]1[CH2:12][CH2:11][CH2:10][NH:9][CH2:8]1)[CH3:2].Cl[C:18]1[N:23]=[CH:22][C:21]([C:24]([O:26][CH2:27][CH3:28])=[O:25])=[CH:20][N:19]=1.CCN(CC)CC, predict the reaction product. The product is: [CH2:1]([O:3][C:4]1[CH:16]=[CH:15][CH:14]=[CH:13][C:5]=1[O:6][C@@H:7]1[CH2:12][CH2:11][CH2:10][N:9]([C:18]2[N:19]=[CH:20][C:21]([C:24]([O:26][CH2:27][CH3:28])=[O:25])=[CH:22][N:23]=2)[CH2:8]1)[CH3:2]. (3) Given the reactants [CH2:1]([Sn:5]([CH2:20][CH2:21][CH2:22][CH3:23])([CH2:16][CH2:17][CH2:18][CH3:19])[C:6]1[N:7]=[N:8][N:9]([CH2:11][C:12]([O:14]C)=[O:13])[CH:10]=1)[CH2:2][CH2:3][CH3:4].[Li+].[OH-], predict the reaction product. The product is: [CH2:20]([Sn:5]([CH2:1][CH2:2][CH2:3][CH3:4])([CH2:16][CH2:17][CH2:18][CH3:19])[C:6]1[N:7]=[N:8][N:9]([CH2:11][C:12]([OH:14])=[O:13])[CH:10]=1)[CH2:21][CH2:22][CH3:23]. (4) Given the reactants [CH3:1][C:2]1[NH:6][N:5]=[CH:4][C:3]=1[C:7]([O:9]CC)=O.O.[NH2:13][NH2:14], predict the reaction product. The product is: [CH3:1][C:2]1[NH:6][N:5]=[CH:4][C:3]=1[C:7]([NH:13][NH2:14])=[O:9]. (5) Given the reactants [CH3:1][C:2]1[C:6]([C:7]2[O:8][C:9]3[CH:15]=[CH:14][C:13]([CH2:16][C:17]([OH:19])=O)=[CH:12][C:10]=3[CH:11]=2)=[C:5]([CH3:20])[O:4][N:3]=1.CN(C(ON1N=NC2C=CC=NC1=2)=[N+](C)C)C.F[P-](F)(F)(F)(F)F.[CH3:45][C:46]1[CH:51]=[CH:50][C:49]([CH:52]([C:54]2[CH:59]=[CH:58][CH:57]=[CH:56][CH:55]=2)[NH2:53])=[CH:48][CH:47]=1.CN1CCOCC1, predict the reaction product. The product is: [CH3:1][C:2]1[C:6]([C:7]2[O:8][C:9]3[CH:15]=[CH:14][C:13]([CH2:16][C:17]([NH:53][CH:52]([C:54]4[CH:59]=[CH:58][CH:57]=[CH:56][CH:55]=4)[C:49]4[CH:50]=[CH:51][C:46]([CH3:45])=[CH:47][CH:48]=4)=[O:19])=[CH:12][C:10]=3[CH:11]=2)=[C:5]([CH3:20])[O:4][N:3]=1. (6) Given the reactants [F:1][C:2]1[CH:7]=[CH:6][CH:5]=[CH:4][C:3]=1I.C1(P(C2CCCCC2)C2C=CC=CC=2C2C(C(C)C)=CC(C(C)C)=CC=2C(C)C)CCCCC1.[NH2:43][C:44]1[CH:56]=[C:55]([C:57]2[CH:62]=[CH:61][CH:60]=[CH:59][CH:58]=2)[CH:54]=[CH:53][C:45]=1[C:46]([O:48][C:49]([CH3:52])([CH3:51])[CH3:50])=[O:47].C(=O)([O-])[O-].[Cs+].[Cs+].Cl, predict the reaction product. The product is: [F:1][C:2]1[CH:7]=[CH:6][CH:5]=[CH:4][C:3]=1[NH:43][C:44]1[CH:56]=[C:55]([C:57]2[CH:58]=[CH:59][CH:60]=[CH:61][CH:62]=2)[CH:54]=[CH:53][C:45]=1[C:46]([O:48][C:49]([CH3:52])([CH3:51])[CH3:50])=[O:47]. (7) Given the reactants [I:1][C:2]1[CH:7]=[CH:6][C:5]([NH:8][C:9]2([C:14]#[N:15])[CH2:13][CH2:12][CH2:11][CH2:10]2)=[CH:4][CH:3]=1.[OH2:16], predict the reaction product. The product is: [I:1][C:2]1[CH:3]=[CH:4][C:5]([NH:8][C:9]2([C:14]([NH2:15])=[O:16])[CH2:13][CH2:12][CH2:11][CH2:10]2)=[CH:6][CH:7]=1.